This data is from Full USPTO retrosynthesis dataset with 1.9M reactions from patents (1976-2016). The task is: Predict the reactants needed to synthesize the given product. (1) Given the product [C:24]([C:14]1[C:15]([O:21][CH3:22])=[C:16]([C:11]([CH2:10][S:7]([C:1]2[CH:6]=[CH:5][CH:4]=[CH:3][CH:2]=2)(=[O:9])=[O:8])=[CH:12][CH:13]=1)[C:17]([O:19][CH3:20])=[O:18])(=[O:26])[CH3:25], predict the reactants needed to synthesize it. The reactants are: [C:1]1([S:7]([CH2:10][C:11]2[C:16]([C:17]([O:19][CH3:20])=[O:18])=[C:15]([O:21][CH3:22])[C:14](Br)=[CH:13][CH:12]=2)(=[O:9])=[O:8])[CH:6]=[CH:5][CH:4]=[CH:3][CH:2]=1.[CH2:24]([O:26]C([Sn](CCCC)(CCCC)CCCC)=C)[CH3:25].[Cl-].[Li+]. (2) Given the product [CH2:1]([O:8][C:9]1[CH:10]=[CH:11][C:12]([CH2:15][C@H:16]([N:27]([CH3:44])[NH:28][C:29](=[O:43])[CH2:30][CH2:31][NH:32][C:33]([NH:35][CH2:36][C:37]2[CH:38]=[CH:39][CH:40]=[CH:41][CH:42]=2)=[O:34])[C:17]([OH:19])=[O:18])=[CH:13][CH:14]=1)[C:2]1[CH:3]=[CH:4][CH:5]=[CH:6][CH:7]=1, predict the reactants needed to synthesize it. The reactants are: [CH2:1]([O:8][C:9]1[CH:14]=[CH:13][C:12]([CH2:15][C@H:16]([N:27]([CH3:44])[NH:28][C:29](=[O:43])[CH2:30][CH2:31][NH:32][C:33]([NH:35][CH2:36][C:37]2[CH:42]=[CH:41][CH:40]=[CH:39][CH:38]=2)=[O:34])[C:17]([O:19]CC2C=CC=CC=2)=[O:18])=[CH:11][CH:10]=1)[C:2]1[CH:7]=[CH:6][CH:5]=[CH:4][CH:3]=1.CO.O.[OH-].[Li+].Cl. (3) Given the product [CH2:1]([O:8][C:9]1[CH:18]=[C:17]2[C:12]([C:13]([S:19][C:23]3[S:24][C:25]([N+:28]([O-:30])=[O:29])=[CH:26][CH:27]=3)=[CH:14][CH:15]=[N:16]2)=[CH:11][C:10]=1[O:20][CH3:21])[C:2]1[CH:3]=[CH:4][CH:5]=[CH:6][CH:7]=1, predict the reactants needed to synthesize it. The reactants are: [CH2:1]([O:8][C:9]1[CH:18]=[C:17]2[C:12]([C:13](=[S:19])[CH:14]=[CH:15][NH:16]2)=[CH:11][C:10]=1[O:20][CH3:21])[C:2]1[CH:7]=[CH:6][CH:5]=[CH:4][CH:3]=1.Br[C:23]1[S:24][C:25]([N+:28]([O-:30])=[O:29])=[CH:26][CH:27]=1.C(=O)([O-])[O-].[K+].[K+].CN(C)C=O. (4) Given the product [NH2:16][C:14]1[S:15][C:11]([C:8]2[CH:9]=[N:10][C:5]([C:2]([OH:1])([CH3:3])[CH3:4])=[CH:6][CH:7]=2)=[CH:12][C:13]=1[C:19]([NH2:21])=[O:20], predict the reactants needed to synthesize it. The reactants are: [OH:1][C:2]([C:5]1[N:10]=[CH:9][C:8]([C:11]2[S:15][C:14]([N+:16]([O-])=O)=[C:13]([C:19]([NH2:21])=[O:20])[CH:12]=2)=[CH:7][CH:6]=1)([CH3:4])[CH3:3]. (5) Given the product [F:22][C:23]1[CH:28]=[CH:27][C:26]([C:2]2[CH:3]=[C:4]3[C:9](=[CH:10][CH:11]=2)[N:8]=[CH:7][CH:6]=[C:5]3[S:12][C:13]2([C:17]([O:19][CH2:20][CH3:21])=[O:18])[CH2:16][CH2:15][CH2:14]2)=[CH:25][CH:24]=1, predict the reactants needed to synthesize it. The reactants are: Br[C:2]1[CH:3]=[C:4]2[C:9](=[CH:10][CH:11]=1)[N:8]=[CH:7][CH:6]=[C:5]2[S:12][C:13]1([C:17]([O:19][CH2:20][CH3:21])=[O:18])[CH2:16][CH2:15][CH2:14]1.[F:22][C:23]1[CH:28]=[CH:27][C:26](B(O)O)=[CH:25][CH:24]=1.C(=O)([O-])[O-].[Na+].[Na+].O1CCOCC1.